From a dataset of Full USPTO retrosynthesis dataset with 1.9M reactions from patents (1976-2016). Predict the reactants needed to synthesize the given product. (1) Given the product [CH3:1][C:2]1[N:3]=[C:4]([NH:11][C:12]([N:33]2[CH2:34][CH2:35][N:30]([C:25]3[CH:26]=[CH:27][CH:28]=[CH:29][C:24]=3[CH:21]([CH3:23])[CH3:22])[CH2:31][CH2:32]2)=[O:20])[C:5]([O:9][CH3:10])=[N:6][C:7]=1[CH3:8], predict the reactants needed to synthesize it. The reactants are: [CH3:1][C:2]1[N:3]=[C:4]([NH:11][C:12](=[O:20])OC2C=CC=CC=2)[C:5]([O:9][CH3:10])=[N:6][C:7]=1[CH3:8].[CH:21]([C:24]1[CH:29]=[CH:28][CH:27]=[CH:26][C:25]=1[N:30]1[CH2:35][CH2:34][NH:33][CH2:32][CH2:31]1)([CH3:23])[CH3:22]. (2) Given the product [CH:31]([O:33][CH2:34][CH2:35][O:36][NH:37][C:18]([C:10]1[CH:11]=[CH:12][C:13]2[CH:14]=[N:15][S:16][C:17]=2[C:9]=1[NH:8][C:5]1[CH:6]=[CH:7][C:2]([Br:1])=[CH:3][C:4]=1[F:21])=[O:20])=[CH2:32], predict the reactants needed to synthesize it. The reactants are: [Br:1][C:2]1[CH:7]=[CH:6][C:5]([NH:8][C:9]2[C:17]3[S:16][N:15]=[CH:14][C:13]=3[CH:12]=[CH:11][C:10]=2[C:18]([OH:20])=O)=[C:4]([F:21])[CH:3]=1.C(N(C(C)C)CC)(C)C.[CH:31]([O:33][CH2:34][CH2:35][O:36][NH2:37])=[CH2:32].CCN=C=NCCCN(C)C.C1C=CC2N(O)N=NC=2C=1. (3) Given the product [N+:8]([C:5]1[CH:6]=[CH:7][C:2]([N:11]2[CH2:15][CH2:14][CH2:13][CH2:12]2)=[N:3][CH:4]=1)([O-:10])=[O:9], predict the reactants needed to synthesize it. The reactants are: Cl[C:2]1[CH:7]=[CH:6][C:5]([N+:8]([O-:10])=[O:9])=[CH:4][N:3]=1.[NH:11]1[CH2:15][CH2:14][CH2:13][CH2:12]1.C(=O)([O-])[O-].[K+].[K+]. (4) Given the product [ClH:1].[NH2:9][C@@:10]1([C:33]([O:35][CH2:36][C:37]2[CH:42]=[CH:41][CH:40]=[CH:39][C:38]=2[F:43])=[O:34])[CH2:15][C@@H:14]([S:16][C:17]2[NH:21][CH:20]=[N:19][N:18]=2)[C@@H:13]2[C@H:11]1[C@H:12]2[C:22]([O:24][CH2:25][C:26]1[CH:31]=[CH:30][CH:29]=[CH:28][C:27]=1[F:32])=[O:23], predict the reactants needed to synthesize it. The reactants are: [ClH:1].C(OC([NH:9][C@@:10]1([C:33]([O:35][CH2:36][C:37]2[CH:42]=[CH:41][CH:40]=[CH:39][C:38]=2[F:43])=[O:34])[CH2:15][C@@H:14]([S:16][C:17]2[NH:21][CH:20]=[N:19][N:18]=2)[C@@H:13]2[C@H:11]1[C@H:12]2[C:22]([O:24][CH2:25][C:26]1[CH:31]=[CH:30][CH:29]=[CH:28][C:27]=1[F:32])=[O:23])=O)(C)(C)C. (5) Given the product [Br:23][CH2:20][C:5]1[C:6]([C:9]2[CH:14]=[CH:13][CH:12]=[CH:11][C:10]=2[O:15][C:16]([F:19])([F:18])[F:17])=[N:7][O:8][C:4]=1[CH:1]1[CH2:3][CH2:2]1, predict the reactants needed to synthesize it. The reactants are: [CH:1]1([C:4]2[O:8][N:7]=[C:6]([C:9]3[CH:14]=[CH:13][CH:12]=[CH:11][C:10]=3[O:15][C:16]([F:19])([F:18])[F:17])[C:5]=2[CH2:20]O)[CH2:3][CH2:2]1.P(Br)(Br)[Br:23].